Dataset: Peptide-MHC class II binding affinity with 134,281 pairs from IEDB. Task: Regression. Given a peptide amino acid sequence and an MHC pseudo amino acid sequence, predict their binding affinity value. This is MHC class II binding data. (1) The peptide sequence is DVKEPGGGQIVGGVY. The MHC is HLA-DQA10501-DQB10301 with pseudo-sequence HLA-DQA10501-DQB10301. The binding affinity (normalized) is 0.704. (2) The peptide sequence is AYLVLDPLIYFGPFA. The MHC is DRB3_0202 with pseudo-sequence DRB3_0202. The binding affinity (normalized) is 0.276. (3) The peptide sequence is RLKGESRKTFVELMR. The MHC is DRB1_0405 with pseudo-sequence DRB1_0405. The binding affinity (normalized) is 0.708. (4) The peptide sequence is EWEFVNTPPLVKLWY. The MHC is DRB1_0301 with pseudo-sequence DRB1_0301. The binding affinity (normalized) is 0.432. (5) The peptide sequence is YDKFLANVSTWLTGK. The MHC is DRB1_1001 with pseudo-sequence DRB1_1001. The binding affinity (normalized) is 0.600. (6) The peptide sequence is DYVRMWVQAATAMSA. The MHC is DRB1_1501 with pseudo-sequence DRB1_1501. The binding affinity (normalized) is 0.656.